This data is from NCI-60 drug combinations with 297,098 pairs across 59 cell lines. The task is: Regression. Given two drug SMILES strings and cell line genomic features, predict the synergy score measuring deviation from expected non-interaction effect. (1) Drug 1: C1CC(C1)(C(=O)O)C(=O)O.[NH2-].[NH2-].[Pt+2]. Drug 2: C1CN1C2=NC(=NC(=N2)N3CC3)N4CC4. Cell line: K-562. Synergy scores: CSS=34.9, Synergy_ZIP=2.29, Synergy_Bliss=0.884, Synergy_Loewe=-7.54, Synergy_HSA=5.21. (2) Synergy scores: CSS=3.09, Synergy_ZIP=1.00, Synergy_Bliss=3.30, Synergy_Loewe=2.07, Synergy_HSA=1.33. Drug 2: CC12CCC3C(C1CCC2O)C(CC4=C3C=CC(=C4)O)CCCCCCCCCS(=O)CCCC(C(F)(F)F)(F)F. Drug 1: CC1=C2C(C(=O)C3(C(CC4C(C3C(C(C2(C)C)(CC1OC(=O)C(C(C5=CC=CC=C5)NC(=O)C6=CC=CC=C6)O)O)OC(=O)C7=CC=CC=C7)(CO4)OC(=O)C)O)C)OC(=O)C. Cell line: SK-MEL-28. (3) Cell line: NCI/ADR-RES. Drug 1: C1=NC2=C(N1)C(=S)N=CN2. Synergy scores: CSS=11.3, Synergy_ZIP=-6.61, Synergy_Bliss=-2.74, Synergy_Loewe=-3.67, Synergy_HSA=-0.699. Drug 2: CC1C(C(CC(O1)OC2CC(CC3=C2C(=C4C(=C3O)C(=O)C5=C(C4=O)C(=CC=C5)OC)O)(C(=O)CO)O)N)O.Cl. (4) Drug 1: C1=NC2=C(N1)C(=S)N=C(N2)N. Drug 2: COC1=C2C(=CC3=C1OC=C3)C=CC(=O)O2. Cell line: TK-10. Synergy scores: CSS=29.0, Synergy_ZIP=-9.77, Synergy_Bliss=-4.63, Synergy_Loewe=-8.62, Synergy_HSA=-3.49. (5) Drug 1: CS(=O)(=O)C1=CC(=C(C=C1)C(=O)NC2=CC(=C(C=C2)Cl)C3=CC=CC=N3)Cl. Drug 2: CCCCC(=O)OCC(=O)C1(CC(C2=C(C1)C(=C3C(=C2O)C(=O)C4=C(C3=O)C=CC=C4OC)O)OC5CC(C(C(O5)C)O)NC(=O)C(F)(F)F)O. Cell line: NCI-H322M. Synergy scores: CSS=0.303, Synergy_ZIP=-2.42, Synergy_Bliss=-3.61, Synergy_Loewe=-3.98, Synergy_HSA=-3.96. (6) Drug 2: CCN(CC)CCNC(=O)C1=C(NC(=C1C)C=C2C3=C(C=CC(=C3)F)NC2=O)C. Cell line: HCC-2998. Synergy scores: CSS=22.9, Synergy_ZIP=4.18, Synergy_Bliss=4.24, Synergy_Loewe=-25.2, Synergy_HSA=3.13. Drug 1: CCC1(CC2CC(C3=C(CCN(C2)C1)C4=CC=CC=C4N3)(C5=C(C=C6C(=C5)C78CCN9C7C(C=CC9)(C(C(C8N6C=O)(C(=O)OC)O)OC(=O)C)CC)OC)C(=O)OC)O.OS(=O)(=O)O. (7) Drug 1: CC1C(C(=O)NC(C(=O)N2CCCC2C(=O)N(CC(=O)N(C(C(=O)O1)C(C)C)C)C)C(C)C)NC(=O)C3=C4C(=C(C=C3)C)OC5=C(C(=O)C(=C(C5=N4)C(=O)NC6C(OC(=O)C(N(C(=O)CN(C(=O)C7CCCN7C(=O)C(NC6=O)C(C)C)C)C)C(C)C)C)N)C. Drug 2: CCCCC(=O)OCC(=O)C1(CC(C2=C(C1)C(=C3C(=C2O)C(=O)C4=C(C3=O)C=CC=C4OC)O)OC5CC(C(C(O5)C)O)NC(=O)C(F)(F)F)O. Cell line: HS 578T. Synergy scores: CSS=59.8, Synergy_ZIP=14.1, Synergy_Bliss=17.7, Synergy_Loewe=13.7, Synergy_HSA=15.4. (8) Drug 1: C1=CC=C(C=C1)NC(=O)CCCCCCC(=O)NO. Drug 2: C(CN)CNCCSP(=O)(O)O. Cell line: T-47D. Synergy scores: CSS=-0.160, Synergy_ZIP=0.697, Synergy_Bliss=1.15, Synergy_Loewe=1.31, Synergy_HSA=0.456. (9) Drug 1: C1=CC=C(C(=C1)C(C2=CC=C(C=C2)Cl)C(Cl)Cl)Cl. Drug 2: CCN(CC)CCCC(C)NC1=C2C=C(C=CC2=NC3=C1C=CC(=C3)Cl)OC. Cell line: MCF7. Synergy scores: CSS=10.4, Synergy_ZIP=-6.60, Synergy_Bliss=-0.492, Synergy_Loewe=-9.48, Synergy_HSA=0.641. (10) Synergy scores: CSS=-7.62, Synergy_ZIP=-9.66, Synergy_Bliss=-26.1, Synergy_Loewe=-50.2, Synergy_HSA=-29.7. Drug 1: CN(C(=O)NC(C=O)C(C(C(CO)O)O)O)N=O. Drug 2: CCC1(C2=C(COC1=O)C(=O)N3CC4=CC5=C(C=CC(=C5CN(C)C)O)N=C4C3=C2)O.Cl. Cell line: SW-620.